This data is from Full USPTO retrosynthesis dataset with 1.9M reactions from patents (1976-2016). The task is: Predict the reactants needed to synthesize the given product. (1) The reactants are: [Br:1][C:2]1[CH:27]=[CH:26][C:5]([O:6][C:7]2[CH:12]=[CH:11][CH:10]=[CH:9][C:8]=2[NH:13][S:14]([C:17]2[CH:25]=[CH:24][C:20]([C:21](O)=[O:22])=[CH:19][CH:18]=2)(=[O:16])=[O:15])=[C:4]([Cl:28])[CH:3]=1.Cl.[CH2:30]([O:32][C:33](=[O:36])[CH2:34][NH2:35])[CH3:31]. Given the product [CH2:30]([O:32][C:33](=[O:36])[CH2:34][NH:35][C:21](=[O:22])[C:20]1[CH:24]=[CH:25][C:17]([S:14](=[O:16])(=[O:15])[NH:13][C:8]2[CH:9]=[CH:10][CH:11]=[CH:12][C:7]=2[O:6][C:5]2[CH:26]=[CH:27][C:2]([Br:1])=[CH:3][C:4]=2[Cl:28])=[CH:18][CH:19]=1)[CH3:31], predict the reactants needed to synthesize it. (2) Given the product [CH:1]([NH:4][CH2:5][C:6]([CH3:7])([S:8]([C:9]1[CH:18]=[CH:17][C:12]2[N:13]=[C:14]([NH2:16])[S:15][C:11]=2[CH:10]=1)(=[O:24])=[O:28])[CH3:19])([CH3:3])[CH3:2], predict the reactants needed to synthesize it. The reactants are: [CH:1]([NH:4][CH2:5][C:6]([CH3:19])([S:8][C:9]1[CH:18]=[CH:17][C:12]2[N:13]=[C:14]([NH2:16])[S:15][C:11]=2[CH:10]=1)[CH3:7])([CH3:3])[CH3:2].Cl.OO.C(=O)([O-])[OH:24].[Na+].[OH2:28]. (3) Given the product [F:1][C:2]1[CH:3]=[C:4]([O:11][CH2:13][C:14]2[N:15]=[C:16]([CH3:19])[S:17][CH:18]=2)[CH:5]=[C:6]([F:10])[C:7]=1[CH2:8][OH:9], predict the reactants needed to synthesize it. The reactants are: [F:1][C:2]1[CH:3]=[C:4]([OH:11])[CH:5]=[C:6]([F:10])[C:7]=1[CH2:8][OH:9].Cl[CH2:13][C:14]1[N:15]=[C:16]([CH3:19])[S:17][CH:18]=1.